This data is from Reaction yield outcomes from USPTO patents with 853,638 reactions. The task is: Predict the reaction yield, written as a fraction of the theoretical maximum amount of product (1.0 means a 100% yield; for example, 0.34 means a 34% yield). (1) The reactants are [F:1][CH:2]([F:17])[C:3]1[O:7][N:6]=[C:5]([C:8]2[S:12][C:11]([C:13]([OH:15])=O)=[CH:10][CH:9]=2)[C:4]=1[CH3:16].[NH:18]1[CH2:23][CH2:22][CH2:21][CH2:20][CH2:19]1. No catalyst specified. The product is [F:17][CH:2]([F:1])[C:3]1[O:7][N:6]=[C:5]([C:8]2[S:12][C:11]([C:13]([N:18]3[CH2:23][CH2:22][CH2:21][CH2:20][CH2:19]3)=[O:15])=[CH:10][CH:9]=2)[C:4]=1[CH3:16]. The yield is 0.660. (2) The reactants are [N:1]1([C:6]2[CH:14]=[CH:13][C:9]([C:10]([OH:12])=O)=[CH:8][N:7]=2)[CH:5]=[CH:4][CH:3]=[N:2]1.CN(C(ON1N=NC2C=CC=NC1=2)=[N+](C)C)C.F[P-](F)(F)(F)(F)F.C(N(C(C)C)CC)(C)C.Cl.[N:49]1([CH2:55][C@H:56]2[CH2:61][CH2:60][CH2:59][CH2:58][C@@H:57]2[NH2:62])[CH2:54][CH2:53][CH2:52][CH2:51][CH2:50]1. The catalyst is CN(C=O)C. The product is [N:49]1([CH2:55][C@H:56]2[CH2:61][CH2:60][CH2:59][CH2:58][C@@H:57]2[NH:62][C:10](=[O:12])[C:9]2[CH:13]=[CH:14][C:6]([N:1]3[CH:5]=[CH:4][CH:3]=[N:2]3)=[N:7][CH:8]=2)[CH2:54][CH2:53][CH2:52][CH2:51][CH2:50]1. The yield is 0.520. (3) The reactants are [C:1]([C:4]1[C:9]([NH:10][C:11]([C:13]2[CH:18]=[CH:17][CH:16]=[C:15]([CH3:19])[N:14]=2)=O)=[C:8]([CH3:20])[C:7]([O:21][CH3:22])=[CH:6][CH:5]=1)(=[O:3])[CH3:2].[OH-].[K+].O. The catalyst is N1C=CC=CC=1. The product is [OH:3][C:1]1[C:4]2[C:9](=[C:8]([CH3:20])[C:7]([O:21][CH3:22])=[CH:6][CH:5]=2)[N:10]=[C:11]([C:13]2[CH:18]=[CH:17][CH:16]=[C:15]([CH3:19])[N:14]=2)[CH:2]=1. The yield is 0.950. (4) The reactants are [CH2:1]([N:3]1[CH:7]=[C:6]([C:8]2[C:13]3[C:14](=[O:17])[NH:15][CH2:16][C:12]=3[CH:11]=[C:10]([NH:18][C@@H:19]3[CH2:24][CH2:23][CH2:22][CH2:21][C@@H:20]3[NH:25]C(=O)OC(C)(C)C)[N:9]=2)[CH:5]=[N:4]1)[CH3:2].[B-](F)(F)(F)[F:34].[B-](F)(F)(F)F.C1[N+]2(CCl)CC[N+](F)(CC2)C1. The catalyst is C(Cl)Cl. The product is [NH2:25][C@H:20]1[CH2:21][CH2:22][CH2:23][CH2:24][C@H:19]1[NH:18][C:10]1[N:9]=[C:8]([C:6]2[CH:5]=[N:4][N:3]([CH2:1][CH3:2])[CH:7]=2)[C:13]2[C:14](=[O:17])[NH:15][CH2:16][C:12]=2[C:11]=1[F:34]. The yield is 0.280.